From a dataset of Catalyst prediction with 721,799 reactions and 888 catalyst types from USPTO. Predict which catalyst facilitates the given reaction. (1) Reactant: [NH2:1][C:2]([C:5]([OH:7])=[O:6])([CH3:4])[CH3:3].C1N([C@@H]2O[C@H](CO)[C@@H](O)[C@H]2O)C2C(=C(N)[N:12]=CN=2)C=1C#N.C(O)(C(F)(F)F)=O.CCN(C(C)C)C(C)C.[CH:45]1[N:53]([C@@H:54]2[O:58][C@H:57]([CH2:59][OH:60])[C@@H:56]([OH:61])[C@H:55]2[OH:62])[C:52]2[C:47](=[C:48]([NH2:63])[N:49]=[CH:50][N:51]=2)[C:46]=1[C:64]#[N:65]. Product: [C:5](=[O:6])([O-:7])[NH2:12].[NH2:1][C:2]([C:5]([OH:7])=[O:6])([CH3:4])[CH3:3].[CH:45]1[N:53]([C@@H:54]2[O:58][C@H:57]([CH2:59][OH:60])[C@@H:56]([OH:61])[C@H:55]2[OH:62])[C:52]2[C:47](=[C:48]([NH2:63])[N:49]=[CH:50][N:51]=2)[C:46]=1[C:64]#[N:65]. The catalyst class is: 79. (2) Reactant: [NH2:1][C:2]1[C:7]([Cl:8])=[CH:6][C:5]([C:9](=[O:12])[CH2:10]Br)=[CH:4][C:3]=1[Cl:13].[CH3:14][O:15][C:16]1[CH:17]=[C:18]([C:24]2[C@@H:33]3[C@@H:28]([CH2:29][CH:30]=[CH:31][CH2:32]3)[C:27](=[O:34])[N:26]([CH:35]3[CH2:40][CH2:39][N:38](C4C=CC([N+]([O-])=O)=CC=4)[CH2:37][CH2:36]3)[N:25]=2)[CH:19]=[CH:20][C:21]=1[O:22][CH3:23]. Product: [ClH:8].[NH2:1][C:2]1[C:7]([Cl:8])=[CH:6][C:5]([C:9](=[O:12])[CH2:10][C:35]2([N:26]3[N:25]=[C:24]([C:18]4[CH:19]=[CH:20][C:21]([O:22][CH3:23])=[C:16]([O:15][CH3:14])[CH:17]=4)[C@@H:33]4[C@@H:28]([CH2:29][CH:30]=[CH:31][CH2:32]4)[C:27]3=[O:34])[CH2:36][CH2:37][NH:38][CH2:39][CH2:40]2)=[CH:4][C:3]=1[Cl:13]. The catalyst class is: 6. (3) Reactant: CO[C:3](=[O:14])[CH2:4][C:5]1[CH:10]=[C:9]([O:11][CH3:12])[CH:8]=[CH:7][C:6]=1[Cl:13].[H-].[CH2:16]([Al+]CC(C)C)C(C)C.CO.C(C(C(C([O-])=O)O)O)([O-])=O.[Na+].[K+]. Product: [Cl:13][C:6]1[CH:7]=[CH:8][C:9]([O:11][CH3:12])=[CH:10][C:5]=1[CH:4]([CH3:16])[CH:3]=[O:14]. The catalyst class is: 11. (4) Reactant: [Na].[CH2:2]([N:9]1[CH2:15][CH:14]([C:16](O)=[O:17])[CH2:13][N:12]([CH2:19][C:20]2[CH:25]=[CH:24][CH:23]=[CH:22][CH:21]=2)[CH2:11][CH2:10]1)[C:3]1[CH:8]=[CH:7][CH:6]=[CH:5][CH:4]=1.[H-].[Al+3].[Li+].[H-].[H-].[H-]. Product: [CH2:19]([N:12]1[CH2:13][CH:14]([CH2:16][OH:17])[CH2:15][N:9]([CH2:2][C:3]2[CH:8]=[CH:7][CH:6]=[CH:5][CH:4]=2)[CH2:10][CH2:11]1)[C:20]1[CH:21]=[CH:22][CH:23]=[CH:24][CH:25]=1. The catalyst class is: 7.